This data is from Peptide-MHC class I binding affinity with 185,985 pairs from IEDB/IMGT. The task is: Regression. Given a peptide amino acid sequence and an MHC pseudo amino acid sequence, predict their binding affinity value. This is MHC class I binding data. (1) The peptide sequence is IIAVARKHH. The MHC is HLA-A03:01 with pseudo-sequence HLA-A03:01. The binding affinity (normalized) is 0.0546. (2) The peptide sequence is FRKANPDVTL. The MHC is Mamu-B03 with pseudo-sequence Mamu-B03. The binding affinity (normalized) is 0.441. (3) The MHC is HLA-B18:01 with pseudo-sequence HLA-B18:01. The binding affinity (normalized) is 0.0841. The peptide sequence is GESVKTQFNY.